From a dataset of Catalyst prediction with 721,799 reactions and 888 catalyst types from USPTO. Predict which catalyst facilitates the given reaction. (1) Reactant: [CH3:1][O:2][C:3]([CH:5]1[CH2:10][CH2:9][O:8][CH2:7][CH2:6]1)=[O:4].CN(P(N(C)C)(N(C)C)=O)C.[CH2:22](I)[CH:23]=[CH2:24]. Product: [CH3:1][O:2][C:3]([C:5]1([CH2:24][CH:23]=[CH2:22])[CH2:10][CH2:9][O:8][CH2:7][CH2:6]1)=[O:4]. The catalyst class is: 1. (2) The catalyst class is: 194. Product: [Cl:11][C:10]1[CH:9]=[CH:8][C:7]([C:12]2[CH:17]=[CH:16][C:15]([CH:18]([CH3:38])[C:19]([C:25]3[CH:26]=[CH:27][C:28]4[O:33][CH2:32][C:31](=[O:34])[N:30]([CH2:35][CH3:36])[C:29]=4[CH:37]=3)([OH:24])[C:20]([F:22])([F:21])[F:23])=[C:14]([Cl:39])[CH:13]=2)=[CH:6][C:5]=1[C:3]([OH:4])=[O:2]. Reactant: C[O:2][C:3]([C:5]1[CH:6]=[C:7]([C:12]2[CH:17]=[CH:16][C:15]([CH:18]([CH3:38])[C:19]([C:25]3[CH:26]=[CH:27][C:28]4[O:33][CH2:32][C:31](=[O:34])[N:30]([CH2:35][CH3:36])[C:29]=4[CH:37]=3)([OH:24])[C:20]([F:23])([F:22])[F:21])=[C:14]([Cl:39])[CH:13]=2)[CH:8]=[CH:9][C:10]=1[Cl:11])=[O:4].